Predict the reactants needed to synthesize the given product. From a dataset of Full USPTO retrosynthesis dataset with 1.9M reactions from patents (1976-2016). (1) The reactants are: F[C:2]1[CH:3]=[CH:4][C:5]([N+:22]([O-:24])=[O:23])=[C:6]([CH2:8][S:9]([C:12]2[C:21]3[C:16](=[CH:17][CH:18]=[CH:19][CH:20]=3)[CH:15]=[CH:14][CH:13]=2)(=[O:11])=[O:10])[CH:7]=1.[CH2:25]([OH:28])[CH2:26][OH:27].C1COCC1. Given the product [C:12]1([S:9]([CH2:8][C:6]2[CH:7]=[C:2]([CH:3]=[CH:4][C:5]=2[N+:22]([O-:24])=[O:23])[O:27][CH2:26][CH2:25][OH:28])(=[O:11])=[O:10])[C:21]2[C:16](=[CH:17][CH:18]=[CH:19][CH:20]=2)[CH:15]=[CH:14][CH:13]=1, predict the reactants needed to synthesize it. (2) The reactants are: [N:1]1([C:8]2[CH:15]=[CH:14][C:11]([CH2:12][NH2:13])=[CH:10][C:9]=2[F:16])[CH2:7][CH2:6][CH2:5][CH2:4][CH2:3][CH2:2]1.[CH:17]1[C:26]2[C:21](=[C:22]([CH:27]([CH3:31])[C:28](O)=[O:29])[CH:23]=[CH:24][CH:25]=2)[CH:20]=[CH:19][N:18]=1.C1C2C(=C(CC(O)=O)C=CC=2)C=CN=1. Given the product [N:1]1([C:8]2[CH:15]=[CH:14][C:11]([CH2:12][NH:13][C:28](=[O:29])[CH:27]([C:22]3[CH:23]=[CH:24][CH:25]=[C:26]4[C:21]=3[CH:20]=[CH:19][N:18]=[CH:17]4)[CH3:31])=[CH:10][C:9]=2[F:16])[CH2:7][CH2:6][CH2:5][CH2:4][CH2:3][CH2:2]1, predict the reactants needed to synthesize it. (3) Given the product [CH3:1][O:2][CH2:3][CH2:4][CH2:5][N:6]1[C:11]2[CH:12]=[C:13]([CH2:16][CH2:17][C@@H:18]3[C@@H:23]([C:24]4[CH:33]=[CH:32][C:27]([C:28]([O:30][CH3:31])=[O:29])=[CH:26][CH:25]=4)[C@H:22]([O:34][Si:35]([CH:42]([CH3:44])[CH3:43])([CH:36]([CH3:38])[CH3:37])[CH:39]([CH3:41])[CH3:40])[CH2:21][N:20]([S:45]([C:48]4[CH:53]=[CH:52][C:51]([CH3:54])=[CH:50][CH:49]=4)(=[O:46])=[O:47])[CH2:19]3)[CH:14]=[CH:15][C:10]=2[O:9][CH2:8][C:7]1=[O:55], predict the reactants needed to synthesize it. The reactants are: [CH3:1][O:2][CH2:3][CH2:4][CH2:5][N:6]1[C:11]2[CH:12]=[C:13]([CH:16]=[CH:17][C@@H:18]3[C@@H:23]([C:24]4[CH:33]=[CH:32][C:27]([C:28]([O:30][CH3:31])=[O:29])=[CH:26][CH:25]=4)[C@H:22]([O:34][Si:35]([CH:42]([CH3:44])[CH3:43])([CH:39]([CH3:41])[CH3:40])[CH:36]([CH3:38])[CH3:37])[CH2:21][N:20]([S:45]([C:48]4[CH:53]=[CH:52][C:51]([CH3:54])=[CH:50][CH:49]=4)(=[O:47])=[O:46])[CH2:19]3)[CH:14]=[CH:15][C:10]=2[O:9][CH2:8][C:7]1=[O:55]. (4) Given the product [C:26]([C:12]1[CH:13]=[CH:14][C:9]([NH:8][C:17]([CH2:16][N:8]([C:9]2[CH:10]=[CH:11][C:12]([F:15])=[CH:13][CH:14]=2)[C:6](=[O:7])[C:5]2[CH:4]=[CH:3][C:2]([F:1])=[CH:23][CH:22]=2)=[O:19])=[CH:10][CH:11]=1)(=[O:28])[CH3:27], predict the reactants needed to synthesize it. The reactants are: [F:1][C:2]1[CH:23]=[CH:22][C:5]([C:6]([N:8]([CH2:16][C:17]([O:19]CC)=O)[C:9]2[CH:14]=[CH:13][C:12]([F:15])=[CH:11][CH:10]=2)=[O:7])=[CH:4][CH:3]=1.[OH-].[Na+].[CH2:26]([OH:28])[CH3:27]. (5) Given the product [CH2:13]([C:17]1[N:18]=[C:19]([CH2:46][OH:47])[N:20]([CH2:39][C:40]2[CH:45]=[CH:44][CH:43]=[CH:42][N:41]=2)[C:21](=[O:38])[C:22]=1[CH2:23][C:24]1[CH:25]=[CH:26][C:27]([C:30]2[CH:35]=[CH:34][CH:33]=[CH:32][C:31]=2[C:36]2[NH:3][C:4](=[O:7])[O:5][N:37]=2)=[CH:28][CH:29]=1)[CH2:14][CH2:15][CH3:16], predict the reactants needed to synthesize it. The reactants are: [Cl-].O[NH3+:3].[C:4](=[O:7])([O-])[OH:5].[Na+].CS(C)=O.[CH2:13]([C:17]1[N:18]=[C:19]([CH2:46][OH:47])[N:20]([CH2:39][C:40]2[CH:45]=[CH:44][CH:43]=[CH:42][N:41]=2)[C:21](=[O:38])[C:22]=1[CH2:23][C:24]1[CH:29]=[CH:28][C:27]([C:30]2[C:31]([C:36]#[N:37])=[CH:32][CH:33]=[CH:34][CH:35]=2)=[CH:26][CH:25]=1)[CH2:14][CH2:15][CH3:16]. (6) The reactants are: [H-].[Na+].[NH:3]1[CH:7]=[CH:6][N:5]=[CH:4]1.Cl[C:9]1[CH:16]=[C:15]([C:17]([F:20])([F:19])[F:18])[CH:14]=[CH:13][C:10]=1[C:11]#[N:12].O. Given the product [N:3]1([C:9]2[CH:16]=[C:15]([C:17]([F:18])([F:20])[F:19])[CH:14]=[CH:13][C:10]=2[C:11]#[N:12])[CH:7]=[CH:6][N:5]=[CH:4]1, predict the reactants needed to synthesize it. (7) Given the product [F:23][C:24]1[CH:25]=[C:26]2[C:30](=[CH:31][C:32]=1[NH:33][CH2:34][C:35]1[CH:40]=[CH:39][C:38]([F:41])=[CH:37][CH:36]=1)[NH:29][C:28](=[O:42])[C:27]2=[CH:21][C:3]1[NH:4][C:5]2[CH2:11][CH2:10][CH2:9][N:8]([CH2:12][CH2:13][N:14]3[CH2:19][CH2:18][CH2:17][CH2:16][CH2:15]3)[C:7](=[O:20])[C:6]=2[C:2]=1[CH3:1], predict the reactants needed to synthesize it. The reactants are: [CH3:1][C:2]1[C:6]2[C:7](=[O:20])[N:8]([CH2:12][CH2:13][N:14]3[CH2:19][CH2:18][CH2:17][CH2:16][CH2:15]3)[CH2:9][CH2:10][CH2:11][C:5]=2[NH:4][C:3]=1[CH:21]=O.[F:23][C:24]1[CH:25]=[C:26]2[C:30](=[CH:31][C:32]=1[NH:33][CH2:34][C:35]1[CH:40]=[CH:39][C:38]([F:41])=[CH:37][CH:36]=1)[NH:29][C:28](=[O:42])[CH2:27]2. (8) The reactants are: Br[C:2]1[CH:10]=[C:9]([F:11])[CH:8]=[C:7]2[C:3]=1[CH:4]=[N:5][N:6]2[CH3:12].C([Sn](CCCC)(CCCC)[C:18]([O:20][CH2:21][CH3:22])=[CH2:19])CCC. Given the product [CH2:21]([O:20][C:18]([C:2]1[CH:10]=[C:9]([F:11])[CH:8]=[C:7]2[C:3]=1[CH:4]=[N:5][N:6]2[CH3:12])=[CH2:19])[CH3:22], predict the reactants needed to synthesize it. (9) Given the product [CH3:1][O:2][C:3](=[O:21])[C@H:4]([CH2:13][C:14]1[CH:19]=[CH:18][C:17]([NH:20][C:25]([C:24]2[CH:28]=[C:29]([Br:32])[CH:30]=[CH:31][C:23]=2[Cl:22])=[O:26])=[CH:16][CH:15]=1)[NH:5][C:6]([O:8][C:9]([CH3:12])([CH3:10])[CH3:11])=[O:7], predict the reactants needed to synthesize it. The reactants are: [CH3:1][O:2][C:3](=[O:21])[C@H:4]([CH2:13][C:14]1[CH:19]=[CH:18][C:17]([NH2:20])=[CH:16][CH:15]=1)[NH:5][C:6]([O:8][C:9]([CH3:12])([CH3:11])[CH3:10])=[O:7].[Cl:22][C:23]1[CH:31]=[CH:30][C:29]([Br:32])=[CH:28][C:24]=1[C:25](O)=[O:26].CN(C(ON1N=NC2C=CC=CC1=2)=[N+](C)C)C.F[P-](F)(F)(F)(F)F.C(N(C(C)C)CC)(C)C.